Dataset: Reaction yield outcomes from USPTO patents with 853,638 reactions. Task: Predict the reaction yield, written as a fraction of the theoretical maximum amount of product (1.0 means a 100% yield; for example, 0.34 means a 34% yield). (1) The reactants are [C:1]([O:5][C:6](=[O:20])[NH:7][C:8]1[CH:13]=[CH:12][C:11]([CH2:14][CH2:15][CH3:16])=[C:10]([N+:17]([O-:19])=[O:18])[CH:9]=1)([CH3:4])([CH3:3])[CH3:2].[CH3:21]I. The catalyst is CN(C=O)C. The product is [C:1]([O:5][C:6](=[O:20])[N:7]([CH3:21])[C:8]1[CH:13]=[CH:12][C:11]([CH2:14][CH2:15][CH3:16])=[C:10]([N+:17]([O-:19])=[O:18])[CH:9]=1)([CH3:2])([CH3:3])[CH3:4]. The yield is 0.520. (2) The reactants are [CH:1]1([NH:7][CH2:8][C:9]([OH:16])([CH3:15])[C:10]([O:12][CH2:13][CH3:14])=[O:11])[CH2:6][CH2:5][CH2:4][CH2:3][CH2:2]1.[CH2:17](Br)[C:18]1[CH:23]=[CH:22][CH:21]=[CH:20][CH:19]=1.C([O-])([O-])=O.[K+].[K+].CCOC(C)=O. The catalyst is C(#N)C. The product is [CH2:17]([N:7]([CH:1]1[CH2:2][CH2:3][CH2:4][CH2:5][CH2:6]1)[CH2:8][C:9]([OH:16])([CH3:15])[C:10]([O:12][CH2:13][CH3:14])=[O:11])[C:18]1[CH:23]=[CH:22][CH:21]=[CH:20][CH:19]=1. The yield is 0.750.